Task: Regression. Given a peptide amino acid sequence and an MHC pseudo amino acid sequence, predict their binding affinity value. This is MHC class I binding data.. Dataset: Peptide-MHC class I binding affinity with 185,985 pairs from IEDB/IMGT (1) The peptide sequence is RLYDYFTRV. The MHC is HLA-A68:01 with pseudo-sequence HLA-A68:01. The binding affinity (normalized) is 0. (2) The peptide sequence is FIILSTGKY. The MHC is HLA-B39:01 with pseudo-sequence HLA-B39:01. The binding affinity (normalized) is 0.0847.